The task is: Predict which catalyst facilitates the given reaction.. This data is from Catalyst prediction with 721,799 reactions and 888 catalyst types from USPTO. (1) Reactant: [Si]([O:8][CH2:9][C@@H:10]1[C@@H:14]([O:15][Si:16]([CH:23]([CH3:25])[CH3:24])([CH:20]([CH3:22])[CH3:21])[CH:17]([CH3:19])[CH3:18])[CH2:13][C@H:12]([NH:26][C:27]2[C:32]([C:33]([C:35]3[S:36][CH:37]=[C:38]([CH2:40][C:41]4[CH2:46][CH2:45][CH2:44][CH2:43][CH:42]=4)[CH:39]=3)=[O:34])=[CH:31][N:30]=[CH:29][N:28]=2)[CH2:11]1)(C(C)(C)C)(C)C.Cl. Product: [C:41]1([CH2:40][C:38]2[CH:39]=[C:35]([C:33]([C:32]3[C:27]([NH:26][C@H:12]4[CH2:13][C@H:14]([O:15][Si:16]([CH:23]([CH3:25])[CH3:24])([CH:20]([CH3:21])[CH3:22])[CH:17]([CH3:18])[CH3:19])[C@@H:10]([CH2:9][OH:8])[CH2:11]4)=[N:28][CH:29]=[N:30][CH:31]=3)=[O:34])[S:36][CH:37]=2)[CH2:46][CH2:45][CH2:44][CH2:43][CH:42]=1. The catalyst class is: 14. (2) Reactant: [C:1](Cl)(=[O:5])[C:2]([CH3:4])=[CH2:3].[OH-].[Na+].[CH2:9]([CH2:21][NH2:22])[CH2:10][C:11]([P:17]([O-:20])([OH:19])=[O:18])([P:13]([OH:16])([OH:15])=[O:14])[OH:12].O.O.O.[Na+].COC1C=CC(O)=CC=1.Cl. Product: [C:1]([NH2:22])(=[O:5])[C:2]([CH3:4])=[CH2:3].[CH2:9]([CH2:21][NH2:22])[CH2:10][C:11]([P:13]([OH:15])([OH:16])=[O:14])([P:17]([OH:20])([OH:19])=[O:18])[OH:12]. The catalyst class is: 6. (3) Reactant: [CH3:1][C:2]1[C:6]([C:7]2[CH:8]=[C:9]3[C:13](=[CH:14][CH:15]=2)[NH:12][C:11](=[O:16])[C:10]3([C:18]2[CH:23]=[CH:22][C:21]([F:24])=[CH:20][CH:19]=2)O)=[C:5]([CH3:25])[O:4][N:3]=1.[N:26]1C=CC=CC=1.O=S(Cl)Cl. Product: [NH2:26][C:10]1([C:18]2[CH:23]=[CH:22][C:21]([F:24])=[CH:20][CH:19]=2)[C:9]2[C:13](=[CH:14][CH:15]=[C:7]([C:6]3[C:2]([CH3:1])=[N:3][O:4][C:5]=3[CH3:25])[CH:8]=2)[NH:12][C:11]1=[O:16]. The catalyst class is: 1. (4) Reactant: [CH3:1][C@@H:2]1[N:7]([C:8]2[C:9]3[C@H:16]([CH3:17])[S:15][CH2:14][C:10]=3[N:11]=[CH:12][N:13]=2)[CH2:6][CH2:5][N:4](C(OC(C)(C)C)=O)[CH2:3]1.Cl. Product: [CH3:17][C@H:16]1[C:9]2[C:8]([N:7]3[CH2:6][CH2:5][NH:4][CH2:3][C@@H:2]3[CH3:1])=[N:13][CH:12]=[N:11][C:10]=2[CH2:14][S:15]1. The catalyst class is: 2. (5) Reactant: Cl.[O:2]1[CH2:7][CH2:6][N:5]([C:8]2[N:17]=[C:11]3[CH:12]=[C:13]([NH2:16])[CH:14]=[CH:15][N:10]3[N:9]=2)[CH2:4][CH2:3]1.C[Al](C)C.[N:22]1([C:26]([C:28]2[CH:29]=[N:30][N:31]([CH3:38])[C:32]=2[C:33](OCC)=[O:34])=[O:27])[CH2:25][CH2:24][CH2:23]1. Product: [N:22]1([C:26]([C:28]2[CH:29]=[N:30][N:31]([CH3:38])[C:32]=2[C:33]([NH:16][C:13]2[CH:14]=[CH:15][N:10]3[N:9]=[C:8]([N:5]4[CH2:4][CH2:3][O:2][CH2:7][CH2:6]4)[N:17]=[C:11]3[CH:12]=2)=[O:34])=[O:27])[CH2:23][CH2:24][CH2:25]1. The catalyst class is: 12. (6) Product: [NH2:22][C@@H:23]([CH:90]([CH3:92])[CH3:91])[C:24]([NH:26][C@@H:27]([CH3:89])[C:28]([NH:30][C:31]1[CH:32]=[CH:33][C:34]([C:37]2[CH2:38][C@H:39]3[N:45]([CH:46]=2)[C:44](=[O:47])[C:43]2[CH:48]=[C:49]([O:87][CH3:88])[C:50]([O:52][CH2:53][CH2:54][CH2:55][O:56][C:57]4[C:84]([O:85][CH3:86])=[CH:83][C:60]5[C:61](=[O:82])[N:62]6[CH:68]=[C:67]([C:69]7[CH:74]=[CH:73][C:72]([N:75]8[CH2:80][CH2:79][N:78]([CH3:81])[CH2:77][CH2:76]8)=[CH:71][CH:70]=7)[CH2:66][C@@H:63]6[CH:64]=[N:65][C:59]=5[CH:58]=4)=[CH:51][C:42]=2[N:41]=[CH:40]3)=[CH:35][CH:36]=1)=[O:29])=[O:25]. The catalyst class is: 85. Reactant: N1CCCCC1.C1C2C(OC(=O)[N:22](C)[C@@H:23]([CH:90]([CH3:92])[CH3:91])[C:24]([NH:26][C@@H:27]([CH3:89])[C:28]([NH:30][C:31]3[CH:36]=[CH:35][C:34]([C:37]4[CH2:38][C@@H:39]5[N:45]([CH:46]=4)[C:44](=[O:47])[C:43]4[CH:48]=[C:49]([O:87][CH3:88])[C:50]([O:52][CH2:53][CH2:54][CH2:55][O:56][C:57]6[C:84]([O:85][CH3:86])=[CH:83][C:60]7[C:61](=[O:82])[N:62]8[CH:68]=[C:67]([C:69]9[CH:74]=[CH:73][C:72]([N:75]%10[CH2:80][CH2:79][N:78]([CH3:81])[CH2:77][CH2:76]%10)=[CH:71][CH:70]=9)[CH2:66][C@H:63]8[CH:64]=[N:65][C:59]=7[CH:58]=6)=[CH:51][C:42]=4[N:41]=[CH:40]5)=[CH:33][CH:32]=3)=[O:29])=[O:25])C3C(=CC=CC=3)C=2C=CC=1. (7) Reactant: ClC(OCC)=O.[CH3:7][C@@H:8]1[CH2:13][N:12]([C:14]2[C:15]([C:21](O)=[O:22])=[N:16][CH:17]=[C:18]([F:20])[CH:19]=2)[CH2:11][C@H:10]([CH3:24])[O:9]1.[BH4-].[Li+]. Product: [CH3:24][C@@H:10]1[CH2:11][N:12]([C:14]2[C:15]([CH2:21][OH:22])=[N:16][CH:17]=[C:18]([F:20])[CH:19]=2)[CH2:13][C@H:8]([CH3:7])[O:9]1. The catalyst class is: 1.